This data is from Catalyst prediction with 721,799 reactions and 888 catalyst types from USPTO. The task is: Predict which catalyst facilitates the given reaction. (1) Reactant: [C:1]([OH:9])(=[O:8])[C:2]1[CH:7]=[CH:6]N=CC=1.[CH:10]1C=CC(P(C2C=CC=CC=2)C2C=CC=CC=2)=CC=1.[CH3:29][CH:30]([O:32]C(/N=N/C(OC(C)C)=O)=O)C. Product: [CH3:10][O:9][C:1](=[O:8])[CH2:2][C@@H:7]1[CH2:6][CH2:29][CH2:30][O:32]1. The catalyst class is: 1. (2) Reactant: [CH3:1][S:2]([NH2:5])(=[O:4])=[O:3].[H-].[Na+].[CH3:8][C:9]1([CH3:37])[CH2:18][C:17]2[C:12](=[CH:13][CH:14]=[C:15]([C:19](O)=[O:20])[CH:16]=2)[NH:11][CH:10]1[C:22]1[CH:27]=[CH:26][CH:25]=[C:24]([C:28](=[O:36])[NH:29][C:30]2[CH:35]=[CH:34][CH:33]=[CH:32][CH:31]=2)[CH:23]=1.C(N1C=CN=C1)(N1C=CN=C1)=O. Product: [CH3:1][S:2]([NH:5][C:19]([C:15]1[CH:16]=[C:17]2[C:12](=[CH:13][CH:14]=1)[NH:11][CH:10]([C:22]1[CH:23]=[C:24]([CH:25]=[CH:26][CH:27]=1)[C:28]([NH:29][C:30]1[CH:31]=[CH:32][CH:33]=[CH:34][CH:35]=1)=[O:36])[C:9]([CH3:37])([CH3:8])[CH2:18]2)=[O:20])(=[O:4])=[O:3]. The catalyst class is: 9. (3) Reactant: [C:1]([CH:5]1[CH2:10][CH2:9][CH:8]([N:11]([CH2:24][C:25]2[CH:34]=[CH:33][C:28]([C:29]([O:31]C)=[O:30])=[CH:27][CH:26]=2)[C:12]2[N:16]([CH3:17])[C:15]3[CH:18]=[CH:19][C:20]([O:22][CH3:23])=[CH:21][C:14]=3[N:13]=2)[CH2:7][CH2:6]1)([CH3:4])([CH3:3])[CH3:2].[Li+].[OH-].CCOC(C)=O.Cl. Product: [C:1]([CH:5]1[CH2:6][CH2:7][CH:8]([N:11]([CH2:24][C:25]2[CH:26]=[CH:27][C:28]([C:29]([OH:31])=[O:30])=[CH:33][CH:34]=2)[C:12]2[N:16]([CH3:17])[C:15]3[CH:18]=[CH:19][C:20]([O:22][CH3:23])=[CH:21][C:14]=3[N:13]=2)[CH2:9][CH2:10]1)([CH3:4])([CH3:2])[CH3:3]. The catalyst class is: 38. (4) Reactant: C([O-])([O-])=O.[Na+].[Na+].[C:7]([N:11]1[CH:15]=[CH:14][CH:13]=[N:12]1)([CH3:10])([CH3:9])[CH3:8].[Br:16]Br. Product: [Br:16][C:14]1[CH:13]=[N:12][N:11]([C:7]([CH3:10])([CH3:9])[CH3:8])[CH:15]=1. The catalyst class is: 2. (5) Reactant: [C:1]([O:4][CH2:5][CH3:6])(=[O:3])[CH3:2].[CH:7]1([NH:13][C:14]2[CH:15]=[C:16]3[C:21](=[CH:22][C:23]=2[F:24])[C:20](=[O:25])[N:19]([CH2:26][C:27]([O:29][CH2:30][CH3:31])=[O:28])[CH:18]=[C:17]3[CH:32]2[CH2:36][CH2:35][CH:34]=[CH:33]2)[CH2:12][CH2:11][CH2:10][CH2:9][CH2:8]1. Product: [CH:7]1([NH:13][C:14]2[CH:15]=[C:16]3[C:21](=[CH:22][C:23]=2[F:24])[C:20](=[O:25])[N:19]([CH2:26][C:27]([O:29][CH2:30][CH3:31])=[O:28])[CH:18]=[C:17]3[CH:32]2[CH2:33][CH2:34][CH2:35][CH2:36]2)[CH2:8][CH2:9][CH2:10][CH2:11][CH2:12]1.[CH:7]1([NH:13][C:14]2[CH:15]=[C:16]3[C:21](=[CH:22][C:23]=2[F:24])[C:20](=[O:25])[N:19]([CH2:2][C:1]([O:4][CH2:5][CH3:6])=[O:3])[CH2:18][CH:17]3[CH:32]2[CH2:36][CH2:35][CH2:34][CH2:33]2)[CH2:8][CH2:9][CH2:10][CH2:11][CH2:12]1. The catalyst class is: 349. (6) Reactant: [Br:1][C:2]1[CH:27]=[N:26][C:5]2[N:6]=[C:7]([N:13]3[CH2:16][CH:15]([N:17](C)[C:18](=O)OC(C)(C)C)[CH2:14]3)[C:8]3[N:9]([CH2:10][CH2:11][N:12]=3)[C:4]=2[CH:3]=1.C(O)(C(F)(F)F)=O. Product: [Br:1][C:2]1[CH:27]=[N:26][C:5]2[N:6]=[C:7]([N:13]3[CH2:16][CH:15]([NH:17][CH3:18])[CH2:14]3)[C:8]3[N:9]([CH2:10][CH2:11][N:12]=3)[C:4]=2[CH:3]=1. The catalyst class is: 2. (7) The catalyst class is: 101. Product: [N:17]1[CH:18]=[CH:19][CH:20]=[N:21][C:16]=1[C:8]1[O:9][C:10]2=[CH:11][N:12]=[CH:13][CH:14]=[C:15]2[C:7]=1[NH:24][C:25]1[CH:33]=[C:32]2[C:28]([CH:29]=[N:30][N:31]2[C:34]([O:36][C:37]([CH3:40])([CH3:39])[CH3:38])=[O:35])=[CH:27][CH:26]=1. Reactant: FC(F)(F)S(O[C:7]1[C:15]2[C:10](=[CH:11][N:12]=[CH:13][CH:14]=2)[O:9][C:8]=1[C:16]1[N:21]=[CH:20][CH:19]=[CH:18][N:17]=1)(=O)=O.[NH2:24][C:25]1[CH:33]=[C:32]2[C:28]([CH:29]=[N:30][N:31]2[C:34]([O:36][C:37]([CH3:40])([CH3:39])[CH3:38])=[O:35])=[CH:27][CH:26]=1.CC1(C)C2C(=C(P(C3C=CC=CC=3)C3C=CC=CC=3)C=CC=2)OC2C(P(C3C=CC=CC=3)C3C=CC=CC=3)=CC=CC1=2.[O-]P([O-])([O-])=O.[K+].[K+].[K+]. (8) Reactant: [H-].[Na+].[C:3](=[O:8])([O:6][CH3:7])OC.[Cl:9][C:10]1[CH:11]=[C:12]2[C:17](=[CH:18][CH:19]=1)[CH2:16][C:15](=[O:20])[CH2:14][CH2:13]2.C(O)(=O)C. Product: [Cl:9][C:10]1[CH:11]=[C:12]2[C:17](=[CH:18][CH:19]=1)[C:16]([C:3]([O:6][CH3:7])=[O:8])=[C:15]([OH:20])[CH2:14][CH2:13]2. The catalyst class is: 93.